This data is from Peptide-MHC class II binding affinity with 134,281 pairs from IEDB. The task is: Regression. Given a peptide amino acid sequence and an MHC pseudo amino acid sequence, predict their binding affinity value. This is MHC class II binding data. (1) The peptide sequence is CDKFLANVSTVLTGK. The MHC is DRB1_1101 with pseudo-sequence DRB1_1101. The binding affinity (normalized) is 0.489. (2) The peptide sequence is RNITGTSSTPEAVSL. The MHC is DRB1_1101 with pseudo-sequence DRB1_1101. The binding affinity (normalized) is 0.302. (3) The peptide sequence is AADTAGTTVYGAFAA. The MHC is HLA-DQA10501-DQB10301 with pseudo-sequence HLA-DQA10501-DQB10301. The binding affinity (normalized) is 0.658. (4) The MHC is DRB1_0301 with pseudo-sequence DRB1_0301. The binding affinity (normalized) is 0.142. The peptide sequence is EADYSQIPISINYRT. (5) The peptide sequence is LDLAVNAAVDAGIHF. The MHC is DRB1_0404 with pseudo-sequence DRB1_0404. The binding affinity (normalized) is 0.597. (6) The peptide sequence is AQLSQLISLLPSTLQ. The MHC is DRB1_1201 with pseudo-sequence DRB1_1201. The binding affinity (normalized) is 0.793. (7) The peptide sequence is TVFGSAFQGLFGGLNKK. The MHC is DRB1_0701 with pseudo-sequence DRB1_0701. The binding affinity (normalized) is 0.331. (8) The peptide sequence is TILKALGPAATLEEMMTA. The MHC is HLA-DQA10501-DQB10201 with pseudo-sequence HLA-DQA10501-DQB10201. The binding affinity (normalized) is 0.476. (9) The peptide sequence is WIESQKNGSWKLEKA. The MHC is DRB1_1101 with pseudo-sequence DRB1_1101. The binding affinity (normalized) is 0.307.